From a dataset of Catalyst prediction with 721,799 reactions and 888 catalyst types from USPTO. Predict which catalyst facilitates the given reaction. Reactant: [H-].[Na+].[CH3:3][OH:4].[Br:5][C:6]1[CH:7]=[N:8][CH:9]=[C:10](Br)[CH:11]=1. Product: [Br:5][C:6]1[CH:7]=[N:8][CH:9]=[C:10]([O:4][CH3:3])[CH:11]=1. The catalyst class is: 3.